From a dataset of Full USPTO retrosynthesis dataset with 1.9M reactions from patents (1976-2016). Predict the reactants needed to synthesize the given product. (1) Given the product [F:35][C:2]1[CH:3]=[C:4]([C:10]2[N:11]=[C:12]([CH3:34])[C:13]3[CH:18]([CH3:19])[CH2:17][N:16]([C:20]4[CH:25]=[CH:24][C:23]([CH2:26][C:27]([OH:29])=[O:28])=[CH:22][CH:21]=4)[C:14]=3[N:15]=2)[CH:5]=[CH:6][C:7]=1[O:8][CH3:9].[F:35][C:36]([F:41])([F:40])[C:37]([OH:39])=[O:38], predict the reactants needed to synthesize it. The reactants are: Cl[C:2]1[CH:3]=[C:4]([C:10]2[N:11]=[C:12]([CH3:34])[C:13]3[CH:18]([CH3:19])[CH2:17][N:16]([C:20]4[CH:25]=[CH:24][C:23]([CH2:26][C:27]([O:29]C(C)(C)C)=[O:28])=[CH:22][CH:21]=4)[C:14]=3[N:15]=2)[CH:5]=[CH:6][C:7]=1[O:8][CH3:9].[F:35][C:36]([F:41])([F:40])[C:37]([OH:39])=[O:38]. (2) Given the product [CH2:14]([O:21][C:22]1[CH:29]=[C:28]([O:30][CH2:31][C:32]2[CH:37]=[CH:36][CH:35]=[CH:34][CH:33]=2)[CH:27]=[CH:26][C:23]=1/[CH:24]=[CH:9]/[C:8]1[S:7][C:6]([C:10]([O:12][CH3:13])=[O:11])=[CH:5][C:4]=1[N+:1]([O-:3])=[O:2])[C:15]1[CH:16]=[CH:17][CH:18]=[CH:19][CH:20]=1, predict the reactants needed to synthesize it. The reactants are: [N+:1]([C:4]1[CH:5]=[C:6]([C:10]([O:12][CH3:13])=[O:11])[S:7][C:8]=1[CH3:9])([O-:3])=[O:2].[CH2:14]([O:21][C:22]1[CH:29]=[C:28]([O:30][CH2:31][C:32]2[CH:37]=[CH:36][CH:35]=[CH:34][CH:33]=2)[CH:27]=[CH:26][C:23]=1[CH:24]=O)[C:15]1[CH:20]=[CH:19][CH:18]=[CH:17][CH:16]=1.N1CCCC1.